Dataset: Full USPTO retrosynthesis dataset with 1.9M reactions from patents (1976-2016). Task: Predict the reactants needed to synthesize the given product. (1) Given the product [N:29]([CH2:12][CH:13]1[CH2:17][C:16]2[CH:18]=[CH:19][CH:20]=[C:21]([C:22]3[CH:27]=[CH:26][CH:25]=[C:24]([CH3:28])[CH:23]=3)[C:15]=2[O:14]1)=[N+:30]=[N-:31], predict the reactants needed to synthesize it. The reactants are: CC1C=CC(S(O[CH2:12][CH:13]2[CH2:17][C:16]3[CH:18]=[CH:19][CH:20]=[C:21]([C:22]4[CH:27]=[CH:26][CH:25]=[C:24]([CH3:28])[CH:23]=4)[C:15]=3[O:14]2)(=O)=O)=CC=1.[N-:29]=[N+:30]=[N-:31].[Na+]. (2) Given the product [Br:35][CH2:24][C:9]1[C:10]([C:14]2[CH:19]=[CH:18][CH:17]=[C:16]([C:20]([F:23])([F:21])[F:22])[CH:15]=2)=[N:11][C:12]2[C:7]([C:8]=1[C:25]([O:27][CH3:28])=[O:26])=[CH:6][C:5]([S:29]([CH:32]([CH3:33])[CH3:34])(=[O:31])=[O:30])=[C:4]([O:3][CH2:1][CH3:2])[CH:13]=2, predict the reactants needed to synthesize it. The reactants are: [CH2:1]([O:3][C:4]1[CH:13]=[C:12]2[C:7]([C:8]([C:25]([O:27][CH3:28])=[O:26])=[C:9]([CH3:24])[C:10]([C:14]3[CH:19]=[CH:18][CH:17]=[C:16]([C:20]([F:23])([F:22])[F:21])[CH:15]=3)=[N:11]2)=[CH:6][C:5]=1[S:29]([CH:32]([CH3:34])[CH3:33])(=[O:31])=[O:30])[CH3:2].[Br:35]N1C(=O)CCC1=O.C(OOC(=O)C1C=CC=CC=1)(=O)C1C=CC=CC=1. (3) Given the product [F:33][CH:4]([F:3])[CH2:5][O:6][C:7]1[N:14]=[C:13]([O:15][C:16]2[CH:21]=[CH:20][C:19]3[B:22]([OH:26])[O:23][CH2:31][C:18]=3[CH:17]=2)[CH:12]=[CH:11][C:8]=1[C:9]#[N:10], predict the reactants needed to synthesize it. The reactants are: [BH4-].[Na+].[F:3][CH:4]([F:33])[CH2:5][O:6][C:7]1[N:14]=[C:13]([O:15][C:16]2[CH:21]=[CH:20][C:19]([B:22]3[O:26]C(C)(C)C(C)(C)[O:23]3)=[C:18]([CH:31]=O)[CH:17]=2)[CH:12]=[CH:11][C:8]=1[C:9]#[N:10]. (4) Given the product [C:36]1([C:9]2[CH:8]=[CH:7][C:6]3[C:11](=[C:12]([C:16]4[C:25]5[C:20](=[CH:21][CH:22]=[CH:23][CH:24]=5)[CH:19]=[CH:18][CH:17]=4)[C:13]4[C:4]([C:5]=3[C:26]3[C:35]5[C:30](=[CH:31][CH:32]=[CH:33][CH:34]=5)[CH:29]=[CH:28][CH:27]=3)=[CH:3][CH:2]=[CH:15][CH:14]=4)[CH:10]=2)[C:49]2[C:50]3=[C:51]4[C:46](=[CH:47][CH:48]=2)[CH:45]=[CH:44][CH:43]=[C:42]4[CH:41]=[CH:40][C:39]3=[CH:38][CH:37]=1, predict the reactants needed to synthesize it. The reactants are: Br[C:2]1[CH:15]=[CH:14][C:13]2[C:4](=[C:5]([C:26]3[C:35]4[C:30](=[CH:31][CH:32]=[CH:33][CH:34]=4)[CH:29]=[CH:28][CH:27]=3)[C:6]3[C:11]([C:12]=2[C:16]2[C:25]4[C:20](=[CH:21][CH:22]=[CH:23][CH:24]=4)[CH:19]=[CH:18][CH:17]=2)=[CH:10][CH:9]=[CH:8][CH:7]=3)[CH:3]=1.[C:36]1(B(O)O)[C:49]2[C:50]3=[C:51]4[C:46](=[CH:47][CH:48]=2)[CH:45]=[CH:44][CH:43]=[C:42]4[CH:41]=[CH:40][C:39]3=[CH:38][CH:37]=1.C1(C)C=CC=CC=1.C(=O)([O-])[O-].[Na+].[Na+]. (5) Given the product [Mg+2:1].[Br-:2].[Br-:2].[C:4](#[N:11])[CH2:5][CH2:6][CH2:7][CH2:8][C:9]#[N:10], predict the reactants needed to synthesize it. The reactants are: [Mg+2:1].[Br-:2].[Br-].[C:4](#[N:11])[CH2:5][CH2:6][CH2:7][CH2:8][C:9]#[N:10]. (6) Given the product [NH:11]([C:2]1[N:7]=[CH:6][C:5]([CH2:8][CH3:9])=[CH:4][N:3]=1)[NH2:12], predict the reactants needed to synthesize it. The reactants are: Cl[C:2]1[N:7]=[CH:6][C:5]([CH2:8][CH3:9])=[CH:4][N:3]=1.O.[NH2:11][NH2:12]. (7) The reactants are: C([O:3][C:4](=[O:38])[C@H:5]([CH2:14][C:15]1[C:20]([I:21])=[CH:19][C:18]([O:22][C:23]([O:25][C:26]([CH3:29])([CH3:28])[CH3:27])=[O:24])=[C:17]([O:30][C:31]([O:33][C:34]([CH3:37])([CH3:36])[CH3:35])=[O:32])[CH:16]=1)[NH:6][C:7]([O:9][C:10]([CH3:13])([CH3:12])[CH3:11])=[O:8])C.[OH-].[Li+].C(O)(=O)C. Given the product [C:10]([O:9][C:7]([NH:6][C@H:5]([C:4]([OH:38])=[O:3])[CH2:14][C:15]1[C:20]([I:21])=[CH:19][C:18]([O:22][C:23]([O:25][C:26]([CH3:28])([CH3:29])[CH3:27])=[O:24])=[C:17]([O:30][C:31]([O:33][C:34]([CH3:37])([CH3:36])[CH3:35])=[O:32])[CH:16]=1)=[O:8])([CH3:11])([CH3:12])[CH3:13], predict the reactants needed to synthesize it. (8) Given the product [CH3:31][S:32]([N:1]1[CH2:6][CH2:5][CH:4]([NH:7][C:8]([C:10]2[C:18]3[C:13](=[CH:14][CH:15]=[CH:16][CH:17]=3)[NH:12][N:11]=2)=[O:9])[CH2:3][CH2:2]1)(=[O:34])=[O:33], predict the reactants needed to synthesize it. The reactants are: [NH:1]1[CH2:6][CH2:5][CH:4]([NH:7][C:8]([C:10]2[C:18]3[C:13](=[CH:14][CH:15]=[CH:16][CH:17]=3)[NH:12][N:11]=2)=[O:9])[CH2:3][CH2:2]1.CCN(CC)CC.C1COCC1.[CH3:31][S:32](Cl)(=[O:34])=[O:33]. (9) Given the product [CH3:7][O:8][P:9]([CH2:13][CH2:14][O:15][CH2:2][C:3](=[CH2:6])[C:4]#[N:5])([O:10][CH3:11])=[O:12], predict the reactants needed to synthesize it. The reactants are: Cl[CH2:2][C:3](=[CH2:6])[C:4]#[N:5].[CH3:7][O:8][P:9]([CH2:13][CH2:14][OH:15])(=[O:12])[O:10][CH3:11].C(N(CC)CC)C.